This data is from Forward reaction prediction with 1.9M reactions from USPTO patents (1976-2016). The task is: Predict the product of the given reaction. (1) Given the reactants [C:1]([C:4]1[NH:9][C:8](=O)[CH:7]=[CH:6][N:5]=1)(=[O:3])[CH3:2].[N:11]1[CH:16]=[CH:15][CH:14]=[CH:13][CH:12]=1.CS(Cl)(=O)=O.N1CCCCC1, predict the reaction product. The product is: [N:11]1([C:8]2[CH:7]=[CH:6][N:5]=[C:4]([C:1](=[O:3])[CH3:2])[N:9]=2)[CH2:16][CH2:15][CH2:14][CH2:13][CH2:12]1. (2) Given the reactants [Cl:1][C:2]1[C:3]([O:12][C:13]2[CH:18]=[C:17]([O:19][CH2:20][CH2:21][O:22][CH3:23])[CH:16]=[CH:15][C:14]=2/[CH:24]=[CH:25]/[CH2:26][OH:27])=[N:4][CH:5]=[C:6]([C:8]([F:11])([F:10])[F:9])[CH:7]=1.Cl[S:29]([N:32]=[C:33]=[O:34])(=[O:31])=[O:30].[N:35]1[CH:40]=[CH:39][CH:38]=[CH:37][CH:36]=1.Cl.[C:42](#[N:44])C, predict the reaction product. The product is: [N:35]1([CH2:36][CH2:42][NH:44][S:29]([NH:32][C:33](=[O:34])[O:27][CH2:26]/[CH:25]=[CH:24]/[C:14]2[CH:15]=[CH:16][C:17]([O:19][CH2:20][CH2:21][O:22][CH3:23])=[CH:18][C:13]=2[O:12][C:3]2[C:2]([Cl:1])=[CH:7][C:6]([C:8]([F:9])([F:11])[F:10])=[CH:5][N:4]=2)(=[O:31])=[O:30])[CH2:40][CH2:39][CH2:38][CH2:37]1.